Dataset: Full USPTO retrosynthesis dataset with 1.9M reactions from patents (1976-2016). Task: Predict the reactants needed to synthesize the given product. (1) The reactants are: [CH3:1][N:2]1[CH:6]=[C:5]([C:7]2[CH:12]=[CH:11][C:10]([CH2:13]O)=[CH:9][CH:8]=2)[N:4]=[N:3]1.P(Br)(Br)[Br:16]. Given the product [Br:16][CH2:13][C:10]1[CH:11]=[CH:12][C:7]([C:5]2[N:4]=[N:3][N:2]([CH3:1])[CH:6]=2)=[CH:8][CH:9]=1, predict the reactants needed to synthesize it. (2) Given the product [CH3:16][O:12][C:2]([CH3:1])([CH3:11])[CH2:3][NH:4][C:5]1[CH:10]=[CH:9][CH:8]=[CH:7][N:6]=1, predict the reactants needed to synthesize it. The reactants are: [CH3:1][C:2]([OH:12])([CH3:11])[CH2:3][NH:4][C:5]1[CH:10]=[CH:9][CH:8]=[CH:7][N:6]=1.[H-].[Na+].I[CH3:16].O. (3) Given the product [CH3:22]/[C:12](/[CH2:13][CH2:14][CH2:15][CH2:16][CH2:17][CH2:18][CH2:19][CH2:20][CH3:21])=[CH:11]\[CH2:10][CH2:9][C:8]#[CH:7], predict the reactants needed to synthesize it. The reactants are: C1COCC1.Br[C:7](Br)=[CH:8][CH2:9][CH2:10]/[CH:11]=[C:12](\[CH3:22])/[CH2:13][CH2:14][CH2:15][CH2:16][CH2:17][CH2:18][CH2:19][CH2:20][CH3:21].[Li]CCCC. (4) Given the product [O:47]=[S:2]1(=[O:1])[C:8]2[CH:9]=[C:10]([O:15][CH2:16][C:17]([OH:19])=[O:18])[C:11]([S:13][CH3:14])=[CH:12][C:7]=2[N:6]([C:24]2[CH:25]=[CH:26][CH:27]=[CH:28][CH:29]=2)[CH2:5][C:4]([CH2:34][CH2:35][CH2:36][CH3:37])([CH2:30][CH2:31][CH2:32][CH3:33])[NH:3]1, predict the reactants needed to synthesize it. The reactants are: [O:1]=[S:2]1(=[O:47])[C:8]2[CH:9]=[C:10]([O:15][CH2:16][C:17]([O:19]C(C)(C)C)=[O:18])[C:11]([S:13][CH3:14])=[CH:12][C:7]=2[N:6]([C:24]2[CH:29]=[CH:28][CH:27]=[CH:26][CH:25]=2)[CH2:5][C:4]([CH2:34][CH2:35][CH2:36][CH3:37])([CH2:30][CH2:31][CH2:32][CH3:33])[N:3]1CC1C=CC(OC)=CC=1.